Binary Classification. Given a T-cell receptor sequence (or CDR3 region) and an epitope sequence, predict whether binding occurs between them. From a dataset of TCR-epitope binding with 47,182 pairs between 192 epitopes and 23,139 TCRs. (1) The epitope is SEISMDNSPNL. The TCR CDR3 sequence is CASSLGLNYEQYF. Result: 0 (the TCR does not bind to the epitope). (2) The TCR CDR3 sequence is CASSLAGGDTGELFF. The epitope is NLVPMVATV. Result: 1 (the TCR binds to the epitope). (3) The epitope is HSKKKCDEL. The TCR CDR3 sequence is CASSQSRGSGNTIYF. Result: 1 (the TCR binds to the epitope).